Dataset: Forward reaction prediction with 1.9M reactions from USPTO patents (1976-2016). Task: Predict the product of the given reaction. (1) Given the reactants [NH:1]1[CH2:5][CH2:4][C:3]([C:6]2[C:15]3[C:10](=[CH:11][CH:12]=[CH:13][CH:14]=3)[N:9]=[CH:8][CH:7]=2)=[N:2]1.[CH3:16][C:17]1[CH:22]=[CH:21][C:20]([N+:23]([O-:25])=[O:24])=[CH:19][C:18]=1[S:26](Cl)(=[O:28])=[O:27], predict the reaction product. The product is: [CH3:16][C:17]1[CH:22]=[CH:21][C:20]([N+:23]([O-:25])=[O:24])=[CH:19][C:18]=1[S:26]([N:1]1[CH2:5][CH2:4][C:3]([C:6]2[C:15]3[C:10](=[CH:11][CH:12]=[CH:13][CH:14]=3)[N:9]=[CH:8][CH:7]=2)=[N:2]1)(=[O:28])=[O:27]. (2) Given the reactants [CH2:1]([O:3][C:4](=[O:25])[CH2:5][C:6]1[CH:11]=[CH:10][C:9]([Cl:12])=[C:8]([O:13][C:14]2[CH:19]=[CH:18][C:17]([N+:20]([O-:22])=[O:21])=[CH:16][C:15]=2[CH2:23]Br)[CH:7]=1)[CH3:2].[CH3:26][C:27]([SH:30])([CH3:29])[CH3:28], predict the reaction product. The product is: [CH2:1]([O:3][C:4](=[O:25])[CH2:5][C:6]1[CH:11]=[CH:10][C:9]([Cl:12])=[C:8]([O:13][C:14]2[CH:19]=[CH:18][C:17]([N+:20]([O-:22])=[O:21])=[CH:16][C:15]=2[CH2:23][S:30][C:27]([CH3:29])([CH3:28])[CH3:26])[CH:7]=1)[CH3:2].